Dataset: Catalyst prediction with 721,799 reactions and 888 catalyst types from USPTO. Task: Predict which catalyst facilitates the given reaction. (1) Reactant: C[O:2][C:3]([C:5]1[NH:6][CH:7]=[C:8]([C:10]([C:12]2[C:13]([C:18]3[CH:23]=[CH:22][CH:21]=[CH:20][CH:19]=3)=[N:14][O:15][C:16]=2[CH3:17])=[O:11])[CH:9]=1)=[O:4].O[Li].O. Product: [CH3:17][C:16]1[O:15][N:14]=[C:13]([C:18]2[CH:23]=[CH:22][CH:21]=[CH:20][CH:19]=2)[C:12]=1[C:10]([C:8]1[CH:9]=[C:5]([C:3]([OH:4])=[O:2])[NH:6][CH:7]=1)=[O:11]. The catalyst class is: 87. (2) Reactant: Br[C:2]1[CH:3]=[N:4][C:5]([N:8]2[CH2:12][CH2:11][CH2:10][C@@H:9]2[CH3:13])=[N:6][CH:7]=1.[B:14]1([B:14]2[O:18][C:17]([CH3:20])([CH3:19])[C:16]([CH3:22])([CH3:21])[O:15]2)[O:18][C:17]([CH3:20])([CH3:19])[C:16]([CH3:22])([CH3:21])[O:15]1.C([O-])(=O)C.[K+]. Product: [CH3:13][C@H:9]1[CH2:10][CH2:11][CH2:12][N:8]1[C:5]1[N:4]=[CH:3][C:2]([B:14]2[O:18][C:17]([CH3:20])([CH3:19])[C:16]([CH3:22])([CH3:21])[O:15]2)=[CH:7][N:6]=1. The catalyst class is: 184. (3) Reactant: [F:1][C:2]([F:33])([F:32])[C:3]1[CH:12]=[CH:11][C:10]2[CH2:9][CH2:8][N:7](C(C3C=CC=CC=3)(C3C=CC=CC=3)C3C=CC=CC=3)[CH2:6][C:5]=2[N:4]=1.[ClH:34]. Product: [ClH:34].[F:33][C:2]([F:1])([F:32])[C:3]1[CH:12]=[CH:11][C:10]2[CH2:9][CH2:8][NH:7][CH2:6][C:5]=2[N:4]=1. The catalyst class is: 71. (4) Reactant: [NH2:1][C:2]1[S:3][C:4]2[CH:10]=[C:9]([O:11][C:12]3[CH:13]=[C:14]([NH:20][C:21](=[O:33])[C:22]4[CH:27]=[CH:26][CH:25]=[C:24]([C:28]([C:31]#[N:32])([CH3:30])[CH3:29])[CH:23]=4)[CH:15]=[CH:16][C:17]=3[O:18][CH3:19])[CH:8]=[CH:7][C:5]=2[N:6]=1.Cl[CH2:35][C:36](Cl)=[O:37].[CH3:39][N:40]1[CH2:45][CH2:44][NH:43][CH2:42][CH2:41]1. Product: [C:31]([C:28]([C:24]1[CH:23]=[C:22]([CH:27]=[CH:26][CH:25]=1)[C:21]([NH:20][C:14]1[CH:15]=[CH:16][C:17]([O:18][CH3:19])=[C:12]([O:11][C:9]2[CH:8]=[CH:7][C:5]3[N:6]=[C:2]([NH:1][C:36](=[O:37])[CH2:35][N:43]4[CH2:44][CH2:45][N:40]([CH3:39])[CH2:41][CH2:42]4)[S:3][C:4]=3[CH:10]=2)[CH:13]=1)=[O:33])([CH3:30])[CH3:29])#[N:32]. The catalyst class is: 9. (5) Reactant: CCN(C(C)C)C(C)C.[O:10]([C:17]1[CH:29]=[CH:28][C:20]([C:21]([NH:23][CH2:24][C:25]([OH:27])=O)=[O:22])=[CH:19][CH:18]=1)[C:11]1[CH:16]=[CH:15][CH:14]=[CH:13][CH:12]=1.CCN=C=NCCCN(C)C.C1C=CC2N(O)N=NC=2C=1.[CH2:51]([N:58]1[CH2:63][CH2:62][NH:61][CH2:60][CH2:59]1)[C:52]1[CH:57]=[CH:56][CH:55]=[CH:54][CH:53]=1. Product: [CH2:51]([N:58]1[CH2:63][CH2:62][N:61]([C:25](=[O:27])[CH2:24][NH:23][C:21](=[O:22])[C:20]2[CH:19]=[CH:18][C:17]([O:10][C:11]3[CH:12]=[CH:13][CH:14]=[CH:15][CH:16]=3)=[CH:29][CH:28]=2)[CH2:60][CH2:59]1)[C:52]1[CH:53]=[CH:54][CH:55]=[CH:56][CH:57]=1. The catalyst class is: 18. (6) Reactant: [N:1]12[CH2:9][CH2:8][CH:5]([CH2:6][CH2:7]1)[N:4]([C:10]1[CH:11]=[C:12]([C:17]([N+:20]([O-:22])=[O:21])=[CH:18][N:19]=1)[C:13]([O:15]C)=O)[CH2:3][CH2:2]2.[CH3:23][NH2:24]. Product: [N:1]12[CH2:7][CH2:6][CH:5]([CH2:8][CH2:9]1)[N:4]([C:10]1[CH:11]=[C:12]([C:17]([N+:20]([O-:22])=[O:21])=[CH:18][N:19]=1)[C:13]([NH:24][CH3:23])=[O:15])[CH2:3][CH2:2]2. The catalyst class is: 5. (7) Reactant: [O:1]=[C:2]1[C:11]2[C:6](=[CH:7][CH:8]=[CH:9][CH:10]=2)[O:5][CH:4]([C:12]([O:14]CC)=[O:13])[CH2:3]1.[OH-]. Product: [O:1]=[C:2]1[C:11]2[C:6](=[CH:7][CH:8]=[CH:9][CH:10]=2)[O:5][CH:4]([C:12]([OH:14])=[O:13])[CH2:3]1. The catalyst class is: 8.